From a dataset of NCI-60 drug combinations with 297,098 pairs across 59 cell lines. Regression. Given two drug SMILES strings and cell line genomic features, predict the synergy score measuring deviation from expected non-interaction effect. (1) Drug 1: CC1=C2C(C(=O)C3(C(CC4C(C3C(C(C2(C)C)(CC1OC(=O)C(C(C5=CC=CC=C5)NC(=O)C6=CC=CC=C6)O)O)OC(=O)C7=CC=CC=C7)(CO4)OC(=O)C)O)C)OC(=O)C. Drug 2: CC12CCC3C(C1CCC2OP(=O)(O)O)CCC4=C3C=CC(=C4)OC(=O)N(CCCl)CCCl.[Na+]. Cell line: HCT116. Synergy scores: CSS=89.4, Synergy_ZIP=18.9, Synergy_Bliss=15.3, Synergy_Loewe=3.44, Synergy_HSA=19.6. (2) Drug 1: CCC(=C(C1=CC=CC=C1)C2=CC=C(C=C2)OCCN(C)C)C3=CC=CC=C3.C(C(=O)O)C(CC(=O)O)(C(=O)O)O. Drug 2: C(CN)CNCCSP(=O)(O)O. Cell line: M14. Synergy scores: CSS=2.00, Synergy_ZIP=-2.55, Synergy_Bliss=-4.10, Synergy_Loewe=-11.4, Synergy_HSA=-5.33. (3) Cell line: SF-268. Drug 1: CC1=C2C(C(=O)C3(C(CC4C(C3C(C(C2(C)C)(CC1OC(=O)C(C(C5=CC=CC=C5)NC(=O)OC(C)(C)C)O)O)OC(=O)C6=CC=CC=C6)(CO4)OC(=O)C)O)C)O. Drug 2: CS(=O)(=O)OCCCCOS(=O)(=O)C. Synergy scores: CSS=31.8, Synergy_ZIP=-3.92, Synergy_Bliss=-3.68, Synergy_Loewe=-43.7, Synergy_HSA=-3.29.